This data is from Catalyst prediction with 721,799 reactions and 888 catalyst types from USPTO. The task is: Predict which catalyst facilitates the given reaction. Reactant: [F:1][C:2]1[CH:7]=[C:6]([F:8])[CH:5]=[CH:4][C:3]=1[OH:9].C(P(CCCC)CCCC)CCC.[CH:23]1([C:26]2[CH:27]=[CH:28][C:29]([CH:42]([C:44]3[CH:49]=[CH:48][C:47]([S:50]([CH:53]4[CH2:55][CH2:54]4)(=[O:52])=[O:51])=[CH:46][CH:45]=3)O)=[N:30][C:31]=2[O:32][CH2:33][C:34]2[CH:39]=[CH:38][C:37]([O:40][CH3:41])=[CH:36][CH:35]=2)[CH2:25][CH2:24]1.C(=O)([O-])[O-].[K+].[K+]. Product: [CH:23]1([C:26]2[C:31]([O:32][CH2:33][C:34]3[CH:35]=[CH:36][C:37]([O:40][CH3:41])=[CH:38][CH:39]=3)=[N:30][C:29]([CH:42]([C:44]3[CH:45]=[CH:46][C:47]([S:50]([CH:53]4[CH2:54][CH2:55]4)(=[O:52])=[O:51])=[CH:48][CH:49]=3)[O:9][C:3]3[CH:4]=[CH:5][C:6]([F:8])=[CH:7][C:2]=3[F:1])=[CH:28][CH:27]=2)[CH2:25][CH2:24]1. The catalyst class is: 30.